This data is from Rat liver microsome stability data. The task is: Regression/Classification. Given a drug SMILES string, predict its absorption, distribution, metabolism, or excretion properties. Task type varies by dataset: regression for continuous measurements (e.g., permeability, clearance, half-life) or binary classification for categorical outcomes (e.g., BBB penetration, CYP inhibition). Dataset: rlm. (1) The molecule is COc1oc(-c2cccc3ccccc23)nc1C(=O)O. The result is 0 (unstable in rat liver microsomes). (2) The compound is COc1c(O)cc2c(c1OC)-c1ccc(SC)c(=O)cc1C(NC(C)=O)CC2. The result is 0 (unstable in rat liver microsomes). (3) The drug is CN(C)Cc1ccc(C2Nc3cc(F)cc4c(O)nnc(c34)C2c2ccccc2)cc1. The result is 1 (stable in rat liver microsomes). (4) The compound is CNCCCC1Cc2ccccc2N(c2c(F)cccc2F)S1(=O)=O. The result is 1 (stable in rat liver microsomes). (5) The molecule is Cc1cccc2nc(-c3ccccn3)c(Nc3ccc(F)cc3)n12. The result is 1 (stable in rat liver microsomes). (6) The molecule is CCOc1ccc(CCNC(=O)c2cc3ccccc3o2)cc1OCC. The result is 1 (stable in rat liver microsomes).